Dataset: NCI-60 drug combinations with 297,098 pairs across 59 cell lines. Task: Regression. Given two drug SMILES strings and cell line genomic features, predict the synergy score measuring deviation from expected non-interaction effect. (1) Drug 1: C1CCC(C1)C(CC#N)N2C=C(C=N2)C3=C4C=CNC4=NC=N3. Drug 2: CN1C2=C(C=C(C=C2)N(CCCl)CCCl)N=C1CCCC(=O)O.Cl. Cell line: SK-MEL-5. Synergy scores: CSS=-11.9, Synergy_ZIP=10.5, Synergy_Bliss=5.94, Synergy_Loewe=-14.0, Synergy_HSA=-12.9. (2) Drug 1: C#CCC(CC1=CN=C2C(=N1)C(=NC(=N2)N)N)C3=CC=C(C=C3)C(=O)NC(CCC(=O)O)C(=O)O. Drug 2: COCCOC1=C(C=C2C(=C1)C(=NC=N2)NC3=CC=CC(=C3)C#C)OCCOC.Cl. Cell line: BT-549. Synergy scores: CSS=-3.12, Synergy_ZIP=-0.438, Synergy_Bliss=-4.39, Synergy_Loewe=-6.09, Synergy_HSA=-5.32. (3) Drug 1: CC1C(C(CC(O1)OC2CC(CC3=C2C(=C4C(=C3O)C(=O)C5=C(C4=O)C(=CC=C5)OC)O)(C(=O)C)O)N)O.Cl. Drug 2: C1=C(C(=O)NC(=O)N1)F. Cell line: SNB-19. Synergy scores: CSS=38.0, Synergy_ZIP=4.75, Synergy_Bliss=6.45, Synergy_Loewe=8.71, Synergy_HSA=10.7. (4) Drug 1: C(CC(=O)O)C(=O)CN.Cl. Cell line: HCT116. Drug 2: CCC1(C2=C(COC1=O)C(=O)N3CC4=CC5=C(C=CC(=C5CN(C)C)O)N=C4C3=C2)O.Cl. Synergy scores: CSS=33.9, Synergy_ZIP=-1.15, Synergy_Bliss=-4.96, Synergy_Loewe=-43.3, Synergy_HSA=-5.34. (5) Drug 1: CN1CCC(CC1)COC2=C(C=C3C(=C2)N=CN=C3NC4=C(C=C(C=C4)Br)F)OC. Drug 2: CN(C)C1=NC(=NC(=N1)N(C)C)N(C)C. Cell line: DU-145. Synergy scores: CSS=5.03, Synergy_ZIP=-3.16, Synergy_Bliss=5.02, Synergy_Loewe=-13.4, Synergy_HSA=1.35. (6) Drug 1: CC1=C(C=C(C=C1)NC2=NC=CC(=N2)N(C)C3=CC4=NN(C(=C4C=C3)C)C)S(=O)(=O)N.Cl. Drug 2: C1CN(P(=O)(OC1)NCCCl)CCCl. Cell line: SNB-19. Synergy scores: CSS=1.27, Synergy_ZIP=1.20, Synergy_Bliss=2.31, Synergy_Loewe=0.582, Synergy_HSA=0.593. (7) Drug 1: C1=CC(=CC=C1CCCC(=O)O)N(CCCl)CCCl. Drug 2: CC(C)CN1C=NC2=C1C3=CC=CC=C3N=C2N. Cell line: OVCAR-5. Synergy scores: CSS=1.18, Synergy_ZIP=-5.66, Synergy_Bliss=-7.11, Synergy_Loewe=-7.39, Synergy_HSA=-7.30. (8) Drug 1: CC1CCC2CC(C(=CC=CC=CC(CC(C(=O)C(C(C(=CC(C(=O)CC(OC(=O)C3CCCCN3C(=O)C(=O)C1(O2)O)C(C)CC4CCC(C(C4)OC)O)C)C)O)OC)C)C)C)OC. Drug 2: CCN(CC)CCCC(C)NC1=C2C=C(C=CC2=NC3=C1C=CC(=C3)Cl)OC. Cell line: SF-539. Synergy scores: CSS=20.5, Synergy_ZIP=-1.61, Synergy_Bliss=2.13, Synergy_Loewe=5.42, Synergy_HSA=5.84.